Dataset: Forward reaction prediction with 1.9M reactions from USPTO patents (1976-2016). Task: Predict the product of the given reaction. (1) Given the reactants [CH3:1][N:2]([C@H:10]([CH2:23][C@H:24]1[CH2:29][CH2:28][CH2:27][O:26][CH2:25]1)[CH2:11][NH:12]C(OCC1C=CC=CC=1)=O)[C:3](=[O:9])[O:4][C:5]([CH3:8])([CH3:7])[CH3:6], predict the reaction product. The product is: [NH2:12][CH2:11][C@H:10]([N:2]([CH3:1])[C:3](=[O:9])[O:4][C:5]([CH3:6])([CH3:8])[CH3:7])[CH2:23][C@H:24]1[CH2:29][CH2:28][CH2:27][O:26][CH2:25]1. (2) Given the reactants C([O:3][C:4]([C:6]1[CH:14]=[C:13]2[C:9]([CH:10]=[N:11][N:12]2[C:15]2[CH:20]=[CH:19][C:18]([F:21])=[CH:17][CH:16]=2)=[C:8]([C:22](=[O:36])[NH:23][CH2:24][C:25]2[CH:30]=[CH:29][C:28]([S:31](=[O:35])(=[O:34])[NH:32][CH3:33])=[CH:27][CH:26]=2)[CH:7]=1)=[O:5])C.[OH-].[K+].Cl, predict the reaction product. The product is: [F:21][C:18]1[CH:19]=[CH:20][C:15]([N:12]2[C:13]3[C:9](=[C:8]([C:22](=[O:36])[NH:23][CH2:24][C:25]4[CH:30]=[CH:29][C:28]([S:31](=[O:34])(=[O:35])[NH:32][CH3:33])=[CH:27][CH:26]=4)[CH:7]=[C:6]([C:4]([OH:5])=[O:3])[CH:14]=3)[CH:10]=[N:11]2)=[CH:16][CH:17]=1. (3) Given the reactants [OH-].[Na+].[NH2:3][C:4]1[C:9]([Cl:10])=[C:8]([C:11]([O:13]C)=[O:12])[N:7]=[C:6]([C:15]2[CH:16]=[N:17][C:18]([CH:21]3[CH2:23][CH2:22]3)=[CH:19][CH:20]=2)[C:5]=1[F:24].Cl, predict the reaction product. The product is: [NH2:3][C:4]1[C:9]([Cl:10])=[C:8]([C:11]([OH:13])=[O:12])[N:7]=[C:6]([C:15]2[CH:16]=[N:17][C:18]([CH:21]3[CH2:23][CH2:22]3)=[CH:19][CH:20]=2)[C:5]=1[F:24].